The task is: Predict the product of the given reaction.. This data is from Forward reaction prediction with 1.9M reactions from USPTO patents (1976-2016). (1) Given the reactants [CH3:1][O:2][C:3](=[O:34])[CH:4]([NH:11][CH2:12][C:13]1[CH:18]=[CH:17][C:16]([O:19][CH2:20][CH2:21][C:22]2[N:23]=[C:24]([C:28]3[CH:33]=[CH:32][CH:31]=[CH:30][CH:29]=3)[O:25][C:26]=2[CH3:27])=[CH:15][CH:14]=1)[C:5]1[CH:10]=[CH:9][CH:8]=[CH:7][CH:6]=1.C=O.[CH3:37]C(O)=O.C([BH3-])#N.[Na+], predict the reaction product. The product is: [CH3:1][O:2][C:3](=[O:34])[C:4]([CH3:37])([NH:11][CH2:12][C:13]1[CH:18]=[CH:17][C:16]([O:19][CH2:20][CH2:21][C:22]2[N:23]=[C:24]([C:28]3[CH:33]=[CH:32][CH:31]=[CH:30][CH:29]=3)[O:25][C:26]=2[CH3:27])=[CH:15][CH:14]=1)[C:5]1[CH:10]=[CH:9][CH:8]=[CH:7][CH:6]=1. (2) The product is: [F:26][C:16]1[CH:15]=[C:14]([S:11]([NH:10][C:4]2[CH:5]=[CH:6][C:7]([O:8][CH3:9])=[C:2]([NH:1][C:37](=[O:38])[C:35]([NH:34][C:32](=[O:33])[O:31][C:28]([CH3:30])([CH3:29])[CH3:27])([CH3:40])[CH3:36])[CH:3]=2)(=[O:13])=[O:12])[CH:19]=[CH:18][C:17]=1[C:20]1[O:21][C:22]([CH3:25])=[CH:23][CH:24]=1. Given the reactants [NH2:1][C:2]1[CH:3]=[C:4]([NH:10][S:11]([C:14]2[CH:19]=[CH:18][C:17]([C:20]3[O:21][C:22]([CH3:25])=[CH:23][CH:24]=3)=[C:16]([F:26])[CH:15]=2)(=[O:13])=[O:12])[CH:5]=[CH:6][C:7]=1[O:8][CH3:9].[CH3:27][C:28]([O:31][C:32]([NH:34][C:35]([CH3:40])([C:37](O)=[O:38])[CH3:36])=[O:33])([CH3:30])[CH3:29].CN(C(ON1N=NC2C=CC=CC1=2)=[N+](C)C)C.F[P-](F)(F)(F)(F)F.C(N(CC)C(C)C)(C)C, predict the reaction product. (3) The product is: [Cl:1][C:2]1[CH:11]=[C:6]([CH2:7][OH:8])[C:5]([O:12][CH3:13])=[CH:4][C:3]=1[OH:14]. Given the reactants [Cl:1][C:2]1[C:3]([OH:14])=[CH:4][C:5]([O:12][CH3:13])=[C:6]([CH:11]=1)[C:7](OC)=[O:8], predict the reaction product. (4) Given the reactants [F:1][C:2]1[CH:3]=[C:4]([CH:28]=[CH:29][CH:30]=1)[CH2:5][N:6]1[C:14]2[C:9](=[CH:10][C:11]([NH:15][C:16]3[C:17]4[C:24]5[CH2:25][NH:26][CH2:27][C:23]=5[S:22][C:18]=4[N:19]=[CH:20][N:21]=3)=[CH:12][CH:13]=2)[CH:8]=[N:7]1.Cl.[CH3:32][N:33]([CH3:40])[CH2:34]/[CH:35]=[CH:36]/[C:37](O)=[O:38], predict the reaction product. The product is: [CH3:32][N:33]([CH3:40])[CH2:34]/[CH:35]=[CH:36]/[C:37]([N:26]1[CH2:27][C:23]2[S:22][C:18]3[N:19]=[CH:20][N:21]=[C:16]([NH:15][C:11]4[CH:10]=[C:9]5[C:14](=[CH:13][CH:12]=4)[N:6]([CH2:5][C:4]4[CH:28]=[CH:29][CH:30]=[C:2]([F:1])[CH:3]=4)[N:7]=[CH:8]5)[C:17]=3[C:24]=2[CH2:25]1)=[O:38]. (5) The product is: [CH3:10][O:9][C:5]1[CH:6]=[C:7]([CH3:8])[C:2]([C:12]([OH:14])=[O:13])=[C:3]([CH3:11])[CH:4]=1. Given the reactants Br[C:2]1[C:7]([CH3:8])=[CH:6][C:5]([O:9][CH3:10])=[CH:4][C:3]=1[CH3:11].[C:12](=[O:14])=[O:13], predict the reaction product. (6) Given the reactants Cl.[CH2:2]([O:4][C:5](=[O:13])[C@H:6]([NH2:12])[CH2:7][CH:8]([CH3:11])[CH2:9][CH3:10])[CH3:3].C(N(CC)C(C)C)(C)C.[Cl:23][C:24]1[CH:57]=[CH:56][CH:55]=[CH:54][C:25]=1[O:26][C:27]1[CH2:31]N([C@@H](CC2CCCCC2)C(NC2C=CN(CC(O)(C)C)N=2)=O)[C:29](=[O:53])[CH:28]=1, predict the reaction product. The product is: [CH2:2]([O:4][C:5](=[O:13])[C@H:6]([N:12]1[CH2:31][C:27]([O:26][C:25]2[CH:54]=[CH:55][CH:56]=[CH:57][C:24]=2[Cl:23])=[CH:28][C:29]1=[O:53])[CH2:7][CH:8]([CH3:11])[CH2:9][CH3:10])[CH3:3].